This data is from CYP2C9 inhibition data for predicting drug metabolism from PubChem BioAssay. The task is: Regression/Classification. Given a drug SMILES string, predict its absorption, distribution, metabolism, or excretion properties. Task type varies by dataset: regression for continuous measurements (e.g., permeability, clearance, half-life) or binary classification for categorical outcomes (e.g., BBB penetration, CYP inhibition). Dataset: cyp2c9_veith. (1) The drug is Cc1ccnc(N)c1. The result is 0 (non-inhibitor). (2) The drug is O=C(Nc1ccc(F)cc1Cl)c1ccc2c(=O)n3c(nc2c1)CCCCC3. The result is 0 (non-inhibitor). (3) The drug is CCOc1ccc(N(C(=O)/C=C/C(=O)Nc2cc(C)on2)C(C(=O)NC2CCCC2)c2ccccc2C)cc1. The result is 1 (inhibitor). (4) The drug is CCCNc1c(F)c(F)c2c(C)c3ccccc3nc2c1F. The result is 1 (inhibitor). (5) The drug is O=C(CSc1nc2ccccc2o1)NC(=O)NCc1ccccc1. The result is 1 (inhibitor).